This data is from Peptide-MHC class I binding affinity with 185,985 pairs from IEDB/IMGT. The task is: Regression. Given a peptide amino acid sequence and an MHC pseudo amino acid sequence, predict their binding affinity value. This is MHC class I binding data. (1) The peptide sequence is DPKLGTAQPL. The MHC is HLA-B07:02 with pseudo-sequence HLA-B07:02. The binding affinity (normalized) is 0.234. (2) The peptide sequence is ETVWPFFYA. The MHC is HLA-A68:23 with pseudo-sequence HLA-A68:23. The binding affinity (normalized) is 0.936.